This data is from Reaction yield outcomes from USPTO patents with 853,638 reactions. The task is: Predict the reaction yield, written as a fraction of the theoretical maximum amount of product (1.0 means a 100% yield; for example, 0.34 means a 34% yield). (1) The reactants are [N:1]([CH2:4][C@@H:5]([NH:13][C:14](=[O:20])[O:15][C:16]([CH3:19])([CH3:18])[CH3:17])[CH2:6][C@H:7]1[CH2:12][CH2:11][CH2:10][O:9][CH2:8]1)=[N+:2]=[N-:3].[Li+].[CH3:22][Si]([N-][Si](C)(C)C)(C)C.CI. The catalyst is C1COCC1. The product is [N:1]([CH2:4][C@@H:5]([N:13]([CH3:22])[C:14](=[O:20])[O:15][C:16]([CH3:17])([CH3:19])[CH3:18])[CH2:6][C@H:7]1[CH2:12][CH2:11][CH2:10][O:9][CH2:8]1)=[N+:2]=[N-:3]. The yield is 1.00. (2) The reactants are [C:1]1([CH3:35])[C:2]([NH:7][C:8]2[O:9][C:10]([C:16]3[CH:21]=[CH:20][C:19]([N:22]4[CH2:27][CH2:26][N:25](C(OC(C)(C)C)=O)[CH2:24][CH2:23]4)=[CH:18][CH:17]=3)=[C:11]([C:13](=[O:15])[NH2:14])[N:12]=2)=[CH:3][CH:4]=[CH:5][CH:6]=1.Cl.O1CCOCC1. The catalyst is C(Cl)Cl.CO. The product is [C:1]1([CH3:35])[C:2]([NH:7][C:8]2[O:9][C:10]([C:16]3[CH:21]=[CH:20][C:19]([N:22]4[CH2:27][CH2:26][NH:25][CH2:24][CH2:23]4)=[CH:18][CH:17]=3)=[C:11]([C:13]([NH2:14])=[O:15])[N:12]=2)=[CH:3][CH:4]=[CH:5][CH:6]=1. The yield is 0.920. (3) The reactants are [CH3:1][C:2]([C:4]1[CH:9]=[CH:8][CH:7]=[C:6]([N+:10]([O-:12])=[O:11])[CH:5]=1)=[O:3].[CH2:13]([CH:20]1[CH2:25][CH2:24][NH:23][CH2:22][CH2:21]1)[C:14]1[CH:19]=[CH:18][CH:17]=[CH:16][CH:15]=1.Cl.[CH2:27]=O. The catalyst is C(O)C.CCOC(C)=O. The product is [CH2:13]([CH:20]1[CH2:25][CH2:24][N:23]([CH2:27][CH2:1][C:2]([C:4]2[CH:9]=[CH:8][CH:7]=[C:6]([N+:10]([O-:12])=[O:11])[CH:5]=2)=[O:3])[CH2:22][CH2:21]1)[C:14]1[CH:19]=[CH:18][CH:17]=[CH:16][CH:15]=1. The yield is 0.200.